Dataset: NCI-60 drug combinations with 297,098 pairs across 59 cell lines. Task: Regression. Given two drug SMILES strings and cell line genomic features, predict the synergy score measuring deviation from expected non-interaction effect. (1) Synergy scores: CSS=-0.0625, Synergy_ZIP=-2.67, Synergy_Bliss=-7.40, Synergy_Loewe=-4.62, Synergy_HSA=-6.69. Drug 1: C1=CN(C=N1)CC(O)(P(=O)(O)O)P(=O)(O)O. Cell line: OVCAR3. Drug 2: C1=NNC2=C1C(=O)NC=N2. (2) Drug 1: C1=CC(=CC=C1CCCC(=O)O)N(CCCl)CCCl. Drug 2: CC1=C(C(=O)C2=C(C1=O)N3CC4C(C3(C2COC(=O)N)OC)N4)N. Cell line: MDA-MB-231. Synergy scores: CSS=27.0, Synergy_ZIP=-4.53, Synergy_Bliss=-3.70, Synergy_Loewe=-1.86, Synergy_HSA=-0.461. (3) Drug 1: CC12CCC3C(C1CCC2NC(=O)OCC(F)(F)F)CCC4C3(C=CC(=O)N4C)C. Drug 2: C1=CN(C(=O)N=C1N)C2C(C(C(O2)CO)O)(F)F. Cell line: UACC62. Synergy scores: CSS=21.1, Synergy_ZIP=-0.884, Synergy_Bliss=-4.37, Synergy_Loewe=-43.0, Synergy_HSA=-4.95. (4) Drug 1: C1CC(=O)NC(=O)C1N2CC3=C(C2=O)C=CC=C3N. Drug 2: C1=CC=C(C=C1)NC(=O)CCCCCCC(=O)NO. Cell line: CCRF-CEM. Synergy scores: CSS=29.1, Synergy_ZIP=-12.1, Synergy_Bliss=-13.9, Synergy_Loewe=-36.1, Synergy_HSA=-11.7. (5) Drug 1: CC1=C2C(C(=O)C3(C(CC4C(C3C(C(C2(C)C)(CC1OC(=O)C(C(C5=CC=CC=C5)NC(=O)OC(C)(C)C)O)O)OC(=O)C6=CC=CC=C6)(CO4)OC(=O)C)OC)C)OC. Drug 2: B(C(CC(C)C)NC(=O)C(CC1=CC=CC=C1)NC(=O)C2=NC=CN=C2)(O)O. Cell line: OVCAR-4. Synergy scores: CSS=43.5, Synergy_ZIP=12.7, Synergy_Bliss=12.3, Synergy_Loewe=9.48, Synergy_HSA=12.6. (6) Drug 1: CC1=C(C=C(C=C1)NC(=O)C2=CC=C(C=C2)CN3CCN(CC3)C)NC4=NC=CC(=N4)C5=CN=CC=C5. Drug 2: C1C(C(OC1N2C=NC3=C2NC=NCC3O)CO)O. Cell line: IGROV1. Synergy scores: CSS=-1.23, Synergy_ZIP=0.586, Synergy_Bliss=0.342, Synergy_Loewe=-0.245, Synergy_HSA=-1.47. (7) Drug 1: CS(=O)(=O)C1=CC(=C(C=C1)C(=O)NC2=CC(=C(C=C2)Cl)C3=CC=CC=N3)Cl. Drug 2: CC1C(C(CC(O1)OC2CC(CC3=C2C(=C4C(=C3O)C(=O)C5=C(C4=O)C(=CC=C5)OC)O)(C(=O)C)O)N)O.Cl. Cell line: MDA-MB-231. Synergy scores: CSS=20.6, Synergy_ZIP=1.01, Synergy_Bliss=6.98, Synergy_Loewe=-2.30, Synergy_HSA=6.71.